This data is from NCI-60 drug combinations with 297,098 pairs across 59 cell lines. The task is: Regression. Given two drug SMILES strings and cell line genomic features, predict the synergy score measuring deviation from expected non-interaction effect. (1) Drug 1: CCCCC(=O)OCC(=O)C1(CC(C2=C(C1)C(=C3C(=C2O)C(=O)C4=C(C3=O)C=CC=C4OC)O)OC5CC(C(C(O5)C)O)NC(=O)C(F)(F)F)O. Drug 2: C1CC(=O)NC(=O)C1N2C(=O)C3=CC=CC=C3C2=O. Cell line: COLO 205. Synergy scores: CSS=37.1, Synergy_ZIP=0.171, Synergy_Bliss=-2.46, Synergy_Loewe=-20.6, Synergy_HSA=-2.36. (2) Drug 1: CN1C(=O)N2C=NC(=C2N=N1)C(=O)N. Drug 2: COCCOC1=C(C=C2C(=C1)C(=NC=N2)NC3=CC=CC(=C3)C#C)OCCOC.Cl. Cell line: MDA-MB-435. Synergy scores: CSS=-8.92, Synergy_ZIP=4.84, Synergy_Bliss=0.713, Synergy_Loewe=-6.75, Synergy_HSA=-8.74. (3) Drug 1: C1=CN(C(=O)N=C1N)C2C(C(C(O2)CO)O)O.Cl. Drug 2: C(=O)(N)NO. Cell line: BT-549. Synergy scores: CSS=26.6, Synergy_ZIP=-6.27, Synergy_Bliss=-2.77, Synergy_Loewe=-27.4, Synergy_HSA=-3.46. (4) Drug 1: CC1=CC=C(C=C1)C2=CC(=NN2C3=CC=C(C=C3)S(=O)(=O)N)C(F)(F)F. Drug 2: C1CN1P(=S)(N2CC2)N3CC3. Cell line: MOLT-4. Synergy scores: CSS=65.7, Synergy_ZIP=5.22, Synergy_Bliss=5.40, Synergy_Loewe=-8.65, Synergy_HSA=7.66. (5) Drug 1: CC1=C(C(=O)C2=C(C1=O)N3CC4C(C3(C2COC(=O)N)OC)N4)N. Drug 2: CC1CCCC2(C(O2)CC(NC(=O)CC(C(C(=O)C(C1O)C)(C)C)O)C(=CC3=CSC(=N3)C)C)C. Cell line: DU-145. Synergy scores: CSS=71.6, Synergy_ZIP=-2.19, Synergy_Bliss=-4.31, Synergy_Loewe=-3.88, Synergy_HSA=-1.24. (6) Drug 1: C1=CC(=C2C(=C1NCCNCCO)C(=O)C3=C(C=CC(=C3C2=O)O)O)NCCNCCO. Drug 2: CS(=O)(=O)OCCCCOS(=O)(=O)C. Cell line: TK-10. Synergy scores: CSS=27.4, Synergy_ZIP=-0.989, Synergy_Bliss=-1.72, Synergy_Loewe=-20.1, Synergy_HSA=-2.50. (7) Drug 1: C1=CC(=CC=C1CCCC(=O)O)N(CCCl)CCCl. Drug 2: CC1=C(C(CCC1)(C)C)C=CC(=CC=CC(=CC(=O)O)C)C. Cell line: NCI/ADR-RES. Synergy scores: CSS=17.2, Synergy_ZIP=-5.96, Synergy_Bliss=-1.83, Synergy_Loewe=-4.17, Synergy_HSA=-3.85.